From a dataset of Full USPTO retrosynthesis dataset with 1.9M reactions from patents (1976-2016). Predict the reactants needed to synthesize the given product. Given the product [CH3:7][N:8]([CH3:13])[S:9]([N:3]1[CH:4]=[CH:5][N:6]=[C:2]1[CH3:1])(=[O:11])=[O:10], predict the reactants needed to synthesize it. The reactants are: [CH3:1][C:2]1[NH:3][CH:4]=[CH:5][N:6]=1.[CH3:7][N:8]([CH3:13])[S:9](Cl)(=[O:11])=[O:10].C(N(CC)CC)C.